This data is from Reaction yield outcomes from USPTO patents with 853,638 reactions. The task is: Predict the reaction yield, written as a fraction of the theoretical maximum amount of product (1.0 means a 100% yield; for example, 0.34 means a 34% yield). (1) The catalyst is CN(C)C=O.CN(C1C=CN=CC=1)C.O. The product is [CH2:1]([O:3][CH:4]([O:18][CH2:19][CH3:20])[CH2:5][N:6]1[C:14]2[CH2:13][CH2:12][CH2:11][CH2:10][C:9]=2[CH:8]=[C:7]1[C:15]([NH2:28])=[O:16])[CH3:2]. The reactants are [CH2:1]([O:3][CH:4]([O:18][CH2:19][CH3:20])[CH2:5][N:6]1[C:14]2[CH2:13][CH2:12][CH2:11][CH2:10][C:9]=2[CH:8]=[C:7]1[C:15](O)=[O:16])[CH3:2].F[P-](F)(F)(F)(F)F.[N:28]1(OC(N(C)C)=[N+](C)C)C2N=CC=CC=2N=N1.CCN(CC)CC.[OH-].[NH4+]. The yield is 0.960. (2) The reactants are F[C:2]1[CH:9]=[CH:8][C:5]([C:6]#[N:7])=[CH:4][CH:3]=1.[NH:10]1[CH2:15][CH2:14][O:13][CH2:12][CH2:11]1. The catalyst is CC#N. The product is [N:10]1([C:2]2[CH:9]=[CH:8][C:5]([C:6]#[N:7])=[CH:4][CH:3]=2)[CH2:15][CH2:14][O:13][CH2:12][CH2:11]1. The yield is 0.650. (3) The catalyst is [Pd].CO. The yield is 0.810. The reactants are [CH:1]1[C:2]([C:10]([O:12][CH3:13])=[O:11])=[CH:3][N:4]2[C:9]=1[CH:8]=[CH:7][CH:6]=[CH:5]2. The product is [CH:1]1[C:2]([C:10]([O:12][CH3:13])=[O:11])=[CH:3][N:4]2[C:9]=1[CH2:8][CH2:7][CH2:6][CH2:5]2. (4) The reactants are C=O.[CH3:3][C:4]1[S:13][C:12]2[NH:11][C:10]3[CH:14]=[CH:15][CH:16]=[CH:17][C:9]=3[N:8]=[C:7]([N:18]3[CH2:23][CH2:22][NH:21][C@@H:20]([CH2:24][CH2:25][C:26]4[CH:35]=[CH:34][C:33]5[C:28](=[CH:29][CH:30]=[CH:31][CH:32]=5)[CH:27]=4)[CH2:19]3)[C:6]=2[CH:5]=1.[C:36](O[BH-](OC(=O)C)OC(=O)C)(=O)C.[Na+]. The catalyst is C(Cl)Cl.C(=O)(O)[O-].[Na+]. The product is [CH3:3][C:4]1[S:13][C:12]2[NH:11][C:10]3[CH:14]=[CH:15][CH:16]=[CH:17][C:9]=3[N:8]=[C:7]([N:18]3[CH2:23][CH2:22][N:21]([CH3:36])[C@@H:20]([CH2:24][CH2:25][C:26]4[CH:35]=[CH:34][C:33]5[C:28](=[CH:29][CH:30]=[CH:31][CH:32]=5)[CH:27]=4)[CH2:19]3)[C:6]=2[CH:5]=1. The yield is 1.00. (5) The reactants are C(Cl)(=O)C(Cl)=O.CS(C)=O.[CH2:11]([O:18][C:19]1[CH:28]=[C:27]2[C:22]([CH:23]=[C:24]([CH:29]([OH:31])[CH3:30])[CH:25]=[N:26]2)=[CH:21][CH:20]=1)[CH2:12][CH2:13][CH2:14][CH2:15][CH2:16][CH3:17].CCN(CC)CC. The catalyst is C(Cl)Cl.O. The product is [CH2:11]([O:18][C:19]1[CH:28]=[C:27]2[C:22]([CH:23]=[C:24]([C:29](=[O:31])[CH3:30])[CH:25]=[N:26]2)=[CH:21][CH:20]=1)[CH2:12][CH2:13][CH2:14][CH2:15][CH2:16][CH3:17]. The yield is 0.730. (6) The reactants are [CH3:1][O:2][C:3](=[O:16])[CH2:4][O:5][C:6]1[CH:11]=[CH:10][CH:9]=[CH:8][C:7]=1[C:12](=O)[CH2:13][CH3:14].C[O-].[Na+].Cl. The catalyst is CO.O. The product is [CH3:1][O:2][C:3]([C:4]1[O:5][C:6]2[CH:11]=[CH:10][CH:9]=[CH:8][C:7]=2[C:12]=1[CH2:13][CH3:14])=[O:16]. The yield is 0.380. (7) The reactants are C([O:4][C@H:5]([C@:16]12[CH2:51][C:50](=[O:52])[C:49]([CH:53]([CH3:55])[CH3:54])=[C:17]1[C@@H:18]1[C@@:31]([CH3:34])([CH2:32][CH2:33]2)[C@@:30]2([CH3:35])[C@@H:21]([C@:22]3([CH3:48])[C@@H:27]([CH2:28][CH2:29]2)[C:26]([CH3:37])([CH3:36])[C@@H:25]([O:38][C:39](=[O:47])[CH2:40][C:41]([CH3:46])([CH3:45])[C:42]([OH:44])=[O:43])[CH2:24][CH2:23]3)[CH2:20][CH2:19]1)[CH2:6][NH:7][CH2:8][C:9]1[CH:14]=[CH:13][C:12]([Cl:15])=[CH:11][CH:10]=1)(=O)C.[C:56]([O-:59])([O-])=O.[Na+].[Na+].[CH3:62]O. No catalyst specified. The product is [Cl:15][C:12]1[CH:11]=[CH:10][C:9]([CH2:8][N:7]([CH2:6][C@@H:5]([C@:16]23[CH2:51][C:50](=[O:52])[C:49]([CH:53]([CH3:54])[CH3:55])=[C:17]2[C@@H:18]2[C@@:31]([CH3:34])([CH2:32][CH2:33]3)[C@@:30]3([CH3:35])[C@@H:21]([C@:22]4([CH3:48])[C@@H:27]([CH2:28][CH2:29]3)[C:26]([CH3:36])([CH3:37])[C@@H:25]([O:38][C:39](=[O:47])[CH2:40][C:41]([CH3:46])([CH3:45])[C:42]([OH:44])=[O:43])[CH2:24][CH2:23]4)[CH2:20][CH2:19]2)[OH:4])[C:56](=[O:59])[CH3:62])=[CH:14][CH:13]=1. The yield is 0.300. (8) The reactants are C([O:8][C:9]1[CH:14]=[CH:13][C:12]([CH2:15][CH2:16][C:17]2([CH2:23][OH:24])[CH2:21][O:20][C:19]([CH3:22])=[N:18]2)=[CH:11][CH:10]=1)C1C=CC=CC=1. The catalyst is CO.[Pd]. The product is [OH:24][CH2:23][C:17]1([CH2:16][CH2:15][C:12]2[CH:11]=[CH:10][C:9]([OH:8])=[CH:14][CH:13]=2)[CH2:21][O:20][C:19]([CH3:22])=[N:18]1. The yield is 1.00. (9) The reactants are [Cl:1][C:2]1[C:3]2[S:10][CH:9]=[CH:8][C:4]=2[N:5]=[CH:6][N:7]=1.[Li]CCCC.[CH3:16][S:17]SC.CI. The catalyst is C1COCC1. The product is [Cl:1][C:2]1[C:3]2[S:10][C:9]([S:17][CH3:16])=[CH:8][C:4]=2[N:5]=[CH:6][N:7]=1. The yield is 0.820. (10) The reactants are [S:1]1[CH:5]=[CH:4][N:3]=[C:2]1[C:6]1[CH:13]=[CH:12][C:9]([CH:10]=[O:11])=[CH:8][CH:7]=1.C(O)C.O1CCCC1.[BH4-].[Na+]. The catalyst is O. The product is [S:1]1[CH:5]=[CH:4][N:3]=[C:2]1[C:6]1[CH:7]=[CH:8][C:9]([CH2:10][OH:11])=[CH:12][CH:13]=1. The yield is 0.940.